This data is from Catalyst prediction with 721,799 reactions and 888 catalyst types from USPTO. The task is: Predict which catalyst facilitates the given reaction. (1) Reactant: I[C:2]1[C:3]2[CH:10]=[CH:9][N:8]([CH2:11][O:12][CH2:13][CH2:14][Si:15]([CH3:18])([CH3:17])[CH3:16])[C:4]=2[N:5]=[CH:6][N:7]=1.C([Mg]Cl)(C)C.[CH:24]1([CH:30]=[O:31])[CH2:29][CH2:28][CH2:27][CH2:26][CH2:25]1.[NH4+].[Cl-]. Product: [CH:24]1([CH:30]([C:2]2[C:3]3[CH:10]=[CH:9][N:8]([CH2:11][O:12][CH2:13][CH2:14][Si:15]([CH3:18])([CH3:17])[CH3:16])[C:4]=3[N:5]=[CH:6][N:7]=2)[OH:31])[CH2:29][CH2:28][CH2:27][CH2:26][CH2:25]1. The catalyst class is: 20. (2) Reactant: [F:1][C:2]1[CH:7]=[CH:6][C:5]([C:8]([C:10]2[N:19]=[C:18]([NH:20][C:21]3[CH:25]=[C:24]([CH3:26])[NH:23][N:22]=3)[C:17]3[C:12](=[CH:13][CH:14]=[CH:15][CH:16]=3)[N:11]=2)=[O:9])=[CH:4][CH:3]=1.[BH4-].[Na+]. Product: [F:1][C:2]1[CH:7]=[CH:6][C:5]([CH:8]([C:10]2[N:19]=[C:18]([NH:20][C:21]3[CH:25]=[C:24]([CH3:26])[NH:23][N:22]=3)[C:17]3[C:12](=[CH:13][CH:14]=[CH:15][CH:16]=3)[N:11]=2)[OH:9])=[CH:4][CH:3]=1. The catalyst class is: 92. (3) Reactant: [CH3:1][O:2][C:3]([C@H:5]1[CH2:9][C@@H:8]([OH:10])[CH2:7][NH:6]1)=[O:4].C(N(CC)CC)C.[C:18]1([C:24](Cl)([C:31]2[CH:36]=[CH:35][CH:34]=[CH:33][CH:32]=2)[C:25]2[CH:30]=[CH:29][CH:28]=[CH:27][CH:26]=2)[CH:23]=[CH:22][CH:21]=[CH:20][CH:19]=1. Product: [CH3:1][O:2][C:3]([C@H:5]1[CH2:9][C@@H:8]([OH:10])[CH2:7][N:6]1[C:24]([C:18]1[CH:23]=[CH:22][CH:21]=[CH:20][CH:19]=1)([C:31]1[CH:32]=[CH:33][CH:34]=[CH:35][CH:36]=1)[C:25]1[CH:26]=[CH:27][CH:28]=[CH:29][CH:30]=1)=[O:4]. The catalyst class is: 22. (4) Reactant: [CH:1]1([C:4]#[C:5][C:6]2[CH:7]=[N:8][C:9]([N:12]3[CH2:17][CH2:16][N:15]([C:18]4[N:23]=[CH:22][N:21]=[C:20]([NH:24][C:25]5[CH:26]=[N:27][N:28]([CH2:30][C@H:31]6[O:36][CH2:35][CH2:34][N:33](C(OC(C)(C)C)=O)[CH2:32]6)[CH:29]=5)[N:19]=4)[CH2:14][CH2:13]3)=[N:10][CH:11]=2)[CH2:3][CH2:2]1.FC(F)(F)C(O)=O. Product: [CH:1]1([C:4]#[C:5][C:6]2[CH:11]=[N:10][C:9]([N:12]3[CH2:13][CH2:14][N:15]([C:18]4[N:23]=[CH:22][N:21]=[C:20]([NH:24][C:25]5[CH:26]=[N:27][N:28]([CH2:30][C@H:31]6[O:36][CH2:35][CH2:34][NH:33][CH2:32]6)[CH:29]=5)[N:19]=4)[CH2:16][CH2:17]3)=[N:8][CH:7]=2)[CH2:3][CH2:2]1. The catalyst class is: 4. (5) Product: [CH3:13][C:14]1[CH:19]=[CH:18][C:17]2[NH:20][C:2]3[C:10]4[C:5]([CH2:4][C:3]=3[C:16]=2[CH:15]=1)=[CH:6][CH:7]=[CH:8][CH:9]=4. The catalyst class is: 8. Reactant: Cl.[C:2]1(=O)[C:10]2[C:5](=[CH:6][CH:7]=[CH:8][CH:9]=2)[CH2:4][CH2:3]1.Cl.[CH3:13][C:14]1[CH:19]=[CH:18][C:17]([NH:20]N)=[CH:16][CH:15]=1. (6) Reactant: [C:1]([O:5][C:6]([NH:8][CH:9]([CH2:13][CH2:14][CH:15]([SH:25])[CH2:16][NH:17][C:18]([O:20][C:21]([CH3:24])([CH3:23])[CH3:22])=[O:19])[C:10]([OH:12])=[O:11])=[O:7])([CH3:4])([CH3:3])[CH3:2].C(N(CC)CC)C.[CH3:33][S:34](=O)(SC)=O. Product: [C:1]([O:5][C:6]([NH:8][CH:9]([CH2:13][CH2:14][CH:15]([S:25][S:34][CH3:33])[CH2:16][NH:17][C:18]([O:20][C:21]([CH3:24])([CH3:23])[CH3:22])=[O:19])[C:10]([OH:12])=[O:11])=[O:7])([CH3:4])([CH3:3])[CH3:2]. The catalyst class is: 4.